This data is from NCI-60 drug combinations with 297,098 pairs across 59 cell lines. The task is: Regression. Given two drug SMILES strings and cell line genomic features, predict the synergy score measuring deviation from expected non-interaction effect. (1) Drug 1: C1=CC(=CC=C1CC(C(=O)O)N)N(CCCl)CCCl.Cl. Drug 2: C1=CC(=CC=C1CCCC(=O)O)N(CCCl)CCCl. Cell line: RPMI-8226. Synergy scores: CSS=55.1, Synergy_ZIP=-0.337, Synergy_Bliss=-3.15, Synergy_Loewe=-4.92, Synergy_HSA=-3.66. (2) Synergy scores: CSS=-7.36, Synergy_ZIP=-10.6, Synergy_Bliss=-27.4, Synergy_Loewe=-31.3, Synergy_HSA=-26.2. Cell line: MCF7. Drug 2: C1=CN(C=N1)CC(O)(P(=O)(O)O)P(=O)(O)O. Drug 1: C1=C(C(=O)NC(=O)N1)N(CCCl)CCCl. (3) Drug 1: C1C(C(OC1N2C=C(C(=O)NC2=O)F)CO)O. Drug 2: CS(=O)(=O)OCCCCOS(=O)(=O)C. Cell line: OVCAR-8. Synergy scores: CSS=17.9, Synergy_ZIP=-6.61, Synergy_Bliss=-0.820, Synergy_Loewe=-31.8, Synergy_HSA=0.461.